This data is from Full USPTO retrosynthesis dataset with 1.9M reactions from patents (1976-2016). The task is: Predict the reactants needed to synthesize the given product. (1) Given the product [CH2:15]([N:9]1[CH2:10][CH2:11][CH2:12][CH:8]1[C:5]1[CH:4]=[CH:3][C:2]([Br:1])=[CH:7][CH:6]=1)[CH:14]=[CH2:13], predict the reactants needed to synthesize it. The reactants are: [Br:1][C:2]1[CH:7]=[CH:6][C:5]([CH:8]2[CH2:12][CH2:11][CH2:10][NH:9]2)=[CH:4][CH:3]=1.[CH2:13](Br)[CH:14]=[CH2:15].C([O-])([O-])=O.[K+].[K+]. (2) Given the product [F:1][C:2]([F:10])([F:11])[C:3]1[CH:4]=[C:5]([NH:6][C:21]([NH:20][C:16]2[CH:17]=[CH:18][CH:19]=[C:14]([C:13]([F:12])([F:23])[F:24])[CH:15]=2)=[O:22])[CH:7]=[CH:8][CH:9]=1, predict the reactants needed to synthesize it. The reactants are: [F:1][C:2]([F:11])([F:10])[C:3]1[CH:4]=[C:5]([CH:7]=[CH:8][CH:9]=1)[NH2:6].[F:12][C:13]([F:24])([F:23])[C:14]1[CH:15]=[C:16]([N:20]=[C:21]=[O:22])[CH:17]=[CH:18][CH:19]=1. (3) Given the product [C:1]1([N:7]2[C:8]3[CH:13]=[CH:12][N:11]=[CH:10][C:9]=3[NH:14][S:15]2(=[O:17])=[O:16])[CH:2]=[CH:3][CH:4]=[CH:5][CH:6]=1, predict the reactants needed to synthesize it. The reactants are: [C:1]1([NH:7][C:8]2[CH:13]=[CH:12][N:11]=[CH:10][C:9]=2[NH2:14])[CH:6]=[CH:5][CH:4]=[CH:3][CH:2]=1.[S:15](N)(N)(=[O:17])=[O:16]. (4) Given the product [CH3:1][S:2]([N:5]1[CH2:10][CH2:9][CH:8]([NH:11][C:12]([C:14]2[C:18]([NH2:19])=[CH:17][NH:16][N:15]=2)=[O:13])[CH2:7][CH2:6]1)(=[O:4])=[O:3], predict the reactants needed to synthesize it. The reactants are: [CH3:1][S:2]([N:5]1[CH2:10][CH2:9][CH:8]([NH:11][C:12]([C:14]2[C:18]([N+:19]([O-])=O)=[CH:17][NH:16][N:15]=2)=[O:13])[CH2:7][CH2:6]1)(=[O:4])=[O:3]. (5) Given the product [F:19][CH:2]([F:1])[C:3]1([C:11]2[CH:16]=[C:15]([N+:20]([O-:22])=[O:21])[CH:14]=[C:13]([F:17])[C:12]=2[CH3:18])[CH:9]2[CH:7]([CH2:8]2)[O:6][C:5]([NH2:10])=[N:4]1, predict the reactants needed to synthesize it. The reactants are: [F:1][CH:2]([F:19])[C:3]1([C:11]2[CH:16]=[CH:15][CH:14]=[C:13]([F:17])[C:12]=2[CH3:18])[CH:9]2[CH:7]([CH2:8]2)[O:6][C:5]([NH2:10])=[N:4]1.[N+:20]([O-])([O-:22])=[O:21].[Na+].[O-]P([O-])([O-])=O.[K+].[K+].[K+].C(=O)(O)[O-].[Na+]. (6) Given the product [CH2:1]([O:9][CH2:10][CH2:11][N:13]1[CH2:18][CH2:17][CH:16]([CH2:19][OH:20])[CH2:15][CH2:14]1)[CH2:2][C:3]1[CH:4]=[CH:5][CH:6]=[CH:7][CH:8]=1, predict the reactants needed to synthesize it. The reactants are: [CH2:1]([O:9][CH2:10][CH:11]=O)[CH2:2][C:3]1[CH:8]=[CH:7][CH:6]=[CH:5][CH:4]=1.[NH:13]1[CH2:18][CH2:17][CH:16]([CH2:19][OH:20])[CH2:15][CH2:14]1.C([BH3-])#N.[Na+].N. (7) Given the product [CH2:1]([C:5]1[CH:10]=[CH:9][C:8]([C:11]2[O:15][N:14]=[C:13]([C:16]3[O:17][C:18]4[CH2:24][CH2:23][CH2:22][CH:21]([N:25]5[CH2:28][CH:27]([C:29]([OH:31])=[O:30])[CH2:26]5)[C:19]=4[CH:20]=3)[N:12]=2)=[CH:7][CH:6]=1)[CH:2]([CH3:4])[CH3:3], predict the reactants needed to synthesize it. The reactants are: [CH2:1]([C:5]1[CH:10]=[CH:9][C:8]([C:11]2[O:15][N:14]=[C:13]([C:16]3[O:17][C:18]4[CH2:24][CH2:23][CH2:22][CH:21]([N:25]5[CH2:28][CH:27]([C:29]([O:31]CC)=[O:30])[CH2:26]5)[C:19]=4[CH:20]=3)[N:12]=2)=[CH:7][CH:6]=1)[CH:2]([CH3:4])[CH3:3].[OH-].[Na+].C(O)(=O)C(O)=O.